This data is from Reaction yield outcomes from USPTO patents with 853,638 reactions. The task is: Predict the reaction yield, written as a fraction of the theoretical maximum amount of product (1.0 means a 100% yield; for example, 0.34 means a 34% yield). (1) The reactants are [C:1]1([C:7]2[CH:12]=[C:11]([C:13]([N:15]3[CH2:20][CH2:19][CH:18]([N:21]4[CH2:26][CH2:25][CH2:24][C@@H:23]([C:27]([N:29]5[CH2:34][CH2:33][NH:32][CH2:31][CH2:30]5)=[O:28])[CH2:22]4)[CH2:17][CH2:16]3)=[O:14])[CH:10]=[C:9]([C:35]3[CH:40]=[CH:39][CH:38]=[CH:37][CH:36]=3)[N:8]=2)[CH:6]=[CH:5][CH:4]=[CH:3][CH:2]=1.C(N(CC)C(C)C)(C)C.[N:50]1([C:56](Cl)=[O:57])[CH2:55][CH2:54][O:53][CH2:52][CH2:51]1. The catalyst is ClCCl. The product is [C:1]1([C:7]2[CH:12]=[C:11]([C:13]([N:15]3[CH2:16][CH2:17][CH:18]([N:21]4[CH2:26][CH2:25][CH2:24][C@@H:23]([C:27]([N:29]5[CH2:34][CH2:33][N:32]([C:56]([N:50]6[CH2:55][CH2:54][O:53][CH2:52][CH2:51]6)=[O:57])[CH2:31][CH2:30]5)=[O:28])[CH2:22]4)[CH2:19][CH2:20]3)=[O:14])[CH:10]=[C:9]([C:35]3[CH:36]=[CH:37][CH:38]=[CH:39][CH:40]=3)[N:8]=2)[CH:6]=[CH:5][CH:4]=[CH:3][CH:2]=1. The yield is 0.820. (2) The reactants are [CH3:1][N:2]1[C:11]2[CH:10]=[CH:9][CH:8]=[C:7]3[C@@H:12]4[CH2:18][CH2:17][N:16](C(OC(C)(C)C)=O)[CH2:15][CH2:14][C@@H:13]4[N:5]([C:6]=23)[CH2:4][CH2:3]1.[OH-].[Na+]. The catalyst is C(O)(C(F)(F)F)=O.C(Cl)Cl.[Cl-].[Na+].O. The product is [CH3:1][N:2]1[C:11]2[CH:10]=[CH:9][CH:8]=[C:7]3[C@@H:12]4[CH2:18][CH2:17][NH:16][CH2:15][CH2:14][C@@H:13]4[N:5]([C:6]=23)[CH2:4][CH2:3]1. The yield is 1.03. (3) The reactants are [Br:1][C:2]1[CH:10]=[CH:9][C:8]([Cl:11])=[CH:7][C:3]=1[C:4]([OH:6])=[O:5].Cl.[CH3:13]O. No catalyst specified. The product is [Br:1][C:2]1[CH:10]=[CH:9][C:8]([Cl:11])=[CH:7][C:3]=1[C:4]([O:6][CH3:13])=[O:5]. The yield is 0.920. (4) The reactants are [C:1]12([C:11]3[CH:27]=[CH:26][C:14]([O:15][CH2:16][C:17]([N:19]4[CH2:24][CH2:23][N:22]([CH3:25])[CH2:21][CH2:20]4)=[O:18])=[CH:13][CH:12]=3)[CH2:10][CH:5]3[CH2:6][CH:7]([CH2:9][CH:3]([CH2:4]3)[CH2:2]1)[CH2:8]2.[ClH:28]. The catalyst is C(OCC)C. The product is [Cl-:28].[C:1]12([C:11]3[CH:27]=[CH:26][C:14]([O:15][CH2:16][C:17]([N:19]4[CH2:24][CH2:23][NH+:22]([CH3:25])[CH2:21][CH2:20]4)=[O:18])=[CH:13][CH:12]=3)[CH2:10][CH:5]3[CH2:6][CH:7]([CH2:9][CH:3]([CH2:4]3)[CH2:2]1)[CH2:8]2. The yield is 0.979. (5) The reactants are [CH3:1][C:2]1[C:7]([OH:8])=[C:6]([CH:9]=O)[C:5]([CH2:11][OH:12])=[CH:4][N:3]=1.Cl.[C:14]([NH:18][S:19]([C:22]1[C:23]([C:28]2[CH:33]=[CH:32][C:31]([NH2:34])=[CH:30][CH:29]=2)=[CH:24][CH:25]=[CH:26][CH:27]=1)(=[O:21])=[O:20])([CH3:17])([CH3:16])[CH3:15].O.C1(C)C=CC(S(O)(=O)=O)=CC=1.[BH4-].[Na+]. The catalyst is CO.C1(C)C=CC=CC=1. The product is [C:14]([NH:18][S:19]([C:22]1[C:23]([C:28]2[CH:33]=[CH:32][C:31]([NH:34][CH2:9][C:6]3[C:5]([CH2:11][OH:12])=[CH:4][N:3]=[C:2]([CH3:1])[C:7]=3[OH:8])=[CH:30][CH:29]=2)=[CH:24][CH:25]=[CH:26][CH:27]=1)(=[O:21])=[O:20])([CH3:17])([CH3:15])[CH3:16]. The yield is 0.240. (6) The reactants are C(=O)([O-])[O-].[K+].[K+].[C:7]([O:10][C:11]1[CH:12]=[C:13]([CH:28]=[CH:29][C:30]=1[CH3:31])[NH:14][C:15]1[C:24]2[C:19](=[CH:20][C:21]([OH:27])=[C:22]([O:25][CH3:26])[CH:23]=2)[N:18]=[CH:17][N:16]=1)(=[O:9])[CH3:8].[CH3:32][O:33][CH2:34][CH2:35]Br. The catalyst is CN(C=O)C. The product is [C:7]([O:10][C:11]1[CH:12]=[C:13]([CH:28]=[CH:29][C:30]=1[CH3:31])[NH:14][C:15]1[C:24]2[C:19](=[CH:20][C:21]([O:27][CH2:35][CH2:34][O:33][CH3:32])=[C:22]([O:25][CH3:26])[CH:23]=2)[N:18]=[CH:17][N:16]=1)(=[O:9])[CH3:8]. The yield is 0.840. (7) The reactants are [OH:1][C:2]1[C:6]([CH3:8])([CH3:7])[O:5][C:4](=[O:9])[C:3]=1[C:10]1[CH:15]=[CH:14][C:13]([O:16][CH2:17][C:18]2[CH:27]=[CH:26][C:25]3[C:20](=[CH:21][CH:22]=[CH:23][CH:24]=3)[N:19]=2)=[CH:12][CH:11]=1.[S:28](O[S:28]([C:31]([F:34])([F:33])[F:32])(=[O:30])=[O:29])([C:31]([F:34])([F:33])[F:32])(=[O:30])=[O:29]. The catalyst is C(Cl)Cl.O. The product is [F:32][C:31]([F:34])([F:33])[S:28]([O:1][C:2]1[C:6]([CH3:8])([CH3:7])[O:5][C:4](=[O:9])[C:3]=1[C:10]1[CH:11]=[CH:12][C:13]([O:16][CH2:17][C:18]2[CH:27]=[CH:26][C:25]3[C:20](=[CH:21][CH:22]=[CH:23][CH:24]=3)[N:19]=2)=[CH:14][CH:15]=1)(=[O:30])=[O:29]. The yield is 0.370. (8) The reactants are [N:1]12[CH2:7][C:4]([C:8]([C:16]3[CH:21]=[CH:20][CH:19]=[CH:18][CH:17]=3)([C:10]3[CH:15]=[CH:14][CH:13]=[CH:12][CH:11]=3)[OH:9])([CH2:5][CH2:6]1)[CH2:3][CH2:2]2.[Br:22]C[C:24]1[CH:33]=[CH:32][C:27]([C:28]([O:30][CH3:31])=[O:29])=[CH:26][CH:25]=1.[CH3:34]C#N. The yield is 0.0700. The product is [Br-:22].[OH:9][C:8]([C:16]1[CH:21]=[CH:20][CH:19]=[CH:18][CH:17]=1)([C:10]1[CH:15]=[CH:14][CH:13]=[CH:12][CH:11]=1)[C:4]12[CH2:7][N+:1]([CH2:34][CH2:31][O:30][C:28]([C:27]3[CH:32]=[CH:33][CH:24]=[CH:25][CH:26]=3)=[O:29])([CH2:6][CH2:5]1)[CH2:2][CH2:3]2. No catalyst specified. (9) The reactants are [CH2:1]([O:3][C:4](=[O:25])[CH2:5][CH:6]1[O:10][B:9]([OH:11])[C:8]2[CH:12]=[C:13]([OH:24])[CH:14]=[C:15]([O:16][CH2:17][C:18]3[CH:23]=[CH:22][CH:21]=[CH:20][CH:19]=3)[C:7]1=2)[CH3:2].C([O-])([O-])=O.[Cs+].[Cs+].Cl[C:33]1[CH:38]=[N:37][CH:36]=[CH:35][N:34]=1. The catalyst is CN(C=O)C. The product is [CH2:1]([O:3][C:4](=[O:25])[CH2:5][CH:6]1[O:10][B:9]([OH:11])[C:8]2[CH:12]=[C:13]([O:24][C:33]3[CH:38]=[N:37][CH:36]=[CH:35][N:34]=3)[CH:14]=[C:15]([O:16][CH2:17][C:18]3[CH:23]=[CH:22][CH:21]=[CH:20][CH:19]=3)[C:7]1=2)[CH3:2]. The yield is 0.500. (10) The reactants are [Cl:1][C:2]1[CH:7]=[CH:6][C:5]([N+:8]([O-:10])=[O:9])=[C:4](F)[CH:3]=1.[CH3:12][O:13][C:14]([C:16]1[NH:17][CH:18]=[C:19]([C:21]2[CH:26]=[CH:25][CH:24]=[CH:23][CH:22]=2)[CH:20]=1)=[O:15].C(=O)([O-])[O-].[Cs+].[Cs+]. The catalyst is CN(C)C=O.CCOC(C)=O. The product is [CH3:12][O:13][C:14]([C:16]1[N:17]([C:4]2[CH:3]=[C:2]([Cl:1])[CH:7]=[CH:6][C:5]=2[N+:8]([O-:10])=[O:9])[CH:18]=[C:19]([C:21]2[CH:26]=[CH:25][CH:24]=[CH:23][CH:22]=2)[CH:20]=1)=[O:15]. The yield is 0.750.